Dataset: Full USPTO retrosynthesis dataset with 1.9M reactions from patents (1976-2016). Task: Predict the reactants needed to synthesize the given product. (1) Given the product [Cl:31][C:26]1[CH:25]=[C:24]([CH:29]=[CH:28][C:27]=1[Cl:30])[C:23]([NH:22][C:17]1[CH:18]=[CH:19][C:20]([CH3:21])=[C:15]([NH:14][C:2]2[C:7]([C:8]3[CH:13]=[CH:12][N:11]=[CH:10][N:9]=3)=[CH:6][CH:5]=[CH:4][N:3]=2)[CH:16]=1)=[O:32], predict the reactants needed to synthesize it. The reactants are: Cl[C:2]1[C:7]([C:8]2[CH:13]=[CH:12][N:11]=[CH:10][N:9]=2)=[CH:6][CH:5]=[CH:4][N:3]=1.[NH2:14][C:15]1[CH:16]=[C:17]([NH:22][C:23](=[O:32])[C:24]2[CH:29]=[CH:28][C:27]([Cl:30])=[C:26]([Cl:31])[CH:25]=2)[CH:18]=[CH:19][C:20]=1[CH3:21].C1C=CC(P(C2C(C3C(P(C4C=CC=CC=4)C4C=CC=CC=4)=CC=C4C=3C=CC=C4)=C3C(C=CC=C3)=CC=2)C2C=CC=CC=2)=CC=1.C([O-])([O-])=O.[K+].[K+]. (2) Given the product [CH3:18][N:19]1[CH2:24][CH2:23][N:22]([C:8]2[O:9][C:10]3[CH:16]=[C:15]([CH3:17])[CH:14]=[CH:13][C:11]=3[N:12]=2)[CH2:21][CH2:20]1, predict the reactants needed to synthesize it. The reactants are: P(Cl)(Cl)(Cl)(Cl)Cl.S[C:8]1[O:9][C:10]2[CH:16]=[C:15]([CH3:17])[CH:14]=[CH:13][C:11]=2[N:12]=1.[CH3:18][N:19]1[CH2:24][CH2:23][NH:22][CH2:21][CH2:20]1. (3) The reactants are: [Cl:1][S:2]([N:5]=[C:6]=[O:7])(=[O:4])=[O:3].[CH3:8][CH2:9]/[CH:10]=[CH:11]/[CH2:12][CH3:13]. Given the product [CH2:9]([CH:10]1[CH:11]([CH2:12][CH3:13])[C:6](=[O:7])[N:5]1[S:2]([Cl:1])(=[O:4])=[O:3])[CH3:8], predict the reactants needed to synthesize it. (4) The reactants are: [F:1][C:2]1[C:3]([C:31]2[CH:37]=[CH:36][C:34]([NH2:35])=[CH:33][CH:32]=2)=[C:4]2[C:14]3[C:9](=[CH:10][N:11]=[C:12]([C:15]4[CH:16]=[N:17][CH:18]=[CH:19][CH:20]=4)[CH:13]=3)[N:8]([S:21]([C:24]3[CH:29]=[CH:28][C:27]([CH3:30])=[CH:26][CH:25]=3)(=[O:23])=[O:22])[C:5]2=[N:6][CH:7]=1.[Cl:38][CH2:39][S:40](Cl)(=[O:42])=[O:41].O. Given the product [Cl:38][CH2:39][S:40]([NH:35][C:34]1[CH:36]=[CH:37][C:31]([C:3]2[C:2]([F:1])=[CH:7][N:6]=[C:5]3[N:8]([S:21]([C:24]4[CH:25]=[CH:26][C:27]([CH3:30])=[CH:28][CH:29]=4)(=[O:22])=[O:23])[C:9]4[C:14]([C:4]=23)=[CH:13][C:12]([C:15]2[CH:16]=[N:17][CH:18]=[CH:19][CH:20]=2)=[N:11][CH:10]=4)=[CH:32][CH:33]=1)(=[O:42])=[O:41], predict the reactants needed to synthesize it. (5) Given the product [F:40][C:38]1[CH:39]=[C:34]2[C:35](=[C:36]([O:42][CH3:43])[C:37]=1[F:41])[N:22]([C:19]1[CH:18]=[CH:17][C:16]([CH2:15][N:10]3[CH2:14][CH2:13][CH2:12][CH2:11]3)=[CH:21][CH:20]=1)[CH:26]=[C:27]([C:28]([O:30][CH2:31][CH3:32])=[O:29])[C:33]2=[O:45], predict the reactants needed to synthesize it. The reactants are: C(N(C(C)C)CC)(C)C.[N:10]1([CH2:15][C:16]2[CH:21]=[CH:20][C:19]([NH2:22])=[CH:18][CH:17]=2)[CH2:14][CH2:13][CH2:12][CH2:11]1.C(O/[CH:26]=[C:27](/[C:33](=[O:45])[C:34]1[CH:39]=[C:38]([F:40])[C:37]([F:41])=[C:36]([O:42][CH3:43])[C:35]=1F)\[C:28]([O:30][CH2:31][CH3:32])=[O:29])C.C1CCN2C(=NCCC2)CC1. (6) Given the product [CH2:33]([O:32][C:30](=[O:31])[CH2:29][N:19]1[CH2:18][CH2:17][CH:16]([CH2:15][NH:14][C:12]([C:6]2[C:5]3[C:9](=[CH:10][CH:11]=[C:3]([Br:2])[CH:4]=3)[NH:8][N:7]=2)=[O:13])[CH2:21][CH2:20]1)[CH3:34], predict the reactants needed to synthesize it. The reactants are: Cl.[Br:2][C:3]1[CH:4]=[C:5]2[C:9](=[CH:10][CH:11]=1)[NH:8][N:7]=[C:6]2[C:12]([NH:14][CH2:15][CH:16]1[CH2:21][CH2:20][NH:19][CH2:18][CH2:17]1)=[O:13].C(=O)([O-])[O-].[K+].[K+].Br[CH2:29][C:30]([O:32][CH2:33][CH3:34])=[O:31]. (7) Given the product [Cl:2][C:3]1[CH:28]=[CH:27][C:6]2[N:7]3[C:11]([CH2:12][N:13]([C:36](=[O:38])[CH3:37])[CH2:14][C:5]=2[CH:4]=1)=[N:10][N:9]=[C:8]3[C@H:15]1[CH2:20][CH2:19][C@H:18]([C:21]2[N:25]=[C:24]([CH3:26])[O:23][N:22]=2)[CH2:17][CH2:16]1, predict the reactants needed to synthesize it. The reactants are: Cl.[Cl:2][C:3]1[CH:28]=[CH:27][C:6]2[N:7]3[C:11]([CH2:12][NH:13][CH2:14][C:5]=2[CH:4]=1)=[N:10][N:9]=[C:8]3[C@H:15]1[CH2:20][CH2:19][C@H:18]([C:21]2[N:25]=[C:24]([CH3:26])[O:23][N:22]=2)[CH2:17][CH2:16]1.C(N(CC)CC)C.[C:36](Cl)(=[O:38])[CH3:37].